This data is from Reaction yield outcomes from USPTO patents with 853,638 reactions. The task is: Predict the reaction yield, written as a fraction of the theoretical maximum amount of product (1.0 means a 100% yield; for example, 0.34 means a 34% yield). (1) The reactants are [Cl:1][C:2]1[CH:27]=[CH:26][C:5]2[C:6](=[O:25])[N:7]=[C:8]([C:10]3[N:15]=[C:14]([CH2:16][CH2:17][C:18]([OH:20])=[O:19])[CH:13]=[C:12]([S:21]([CH3:24])(=[O:23])=[O:22])[CH:11]=3)[S:9][C:4]=2[CH:3]=1.[CH2:28](O)[CH2:29][CH3:30].C1C=CC2N(O)N=NC=2C=1.O.CCN=C=NCCCN(C)C. The catalyst is CN(C)C1C=CN=CC=1.O.CN(C=O)C. The product is [Cl:1][C:2]1[CH:27]=[CH:26][C:5]2[C:6](=[O:25])[N:7]=[C:8]([C:10]3[N:15]=[C:14]([CH2:16][CH2:17][C:18]([O:20][CH2:28][CH2:29][CH3:30])=[O:19])[CH:13]=[C:12]([S:21]([CH3:24])(=[O:22])=[O:23])[CH:11]=3)[S:9][C:4]=2[CH:3]=1. The yield is 0.260. (2) The reactants are [CH:1]([C:4]1[CH:9]=[CH:8][C:7]([NH2:10])=[CH:6][CH:5]=1)=[CH:2][CH3:3].C(N(CC)CC)C.[C:18]([O:22][C:23](O[C:23]([O:22][C:18]([CH3:21])([CH3:20])[CH3:19])=[O:24])=[O:24])([CH3:21])([CH3:20])[CH3:19]. The catalyst is O1CCOCC1.O. The product is [C:18]([O:22][C:23](=[O:24])[NH:10][C:7]1[CH:8]=[CH:9][C:4]([CH:1]=[CH:2][CH3:3])=[CH:5][CH:6]=1)([CH3:21])([CH3:20])[CH3:19]. The yield is 0.900. (3) The reactants are Cl[C:2]1[N:7]=[C:6]([CH2:8][OH:9])[C:5]2[C:10]([O:32][CH3:33])=[N:11][N:12]([C:13]([C:26]3[CH:31]=[CH:30][CH:29]=[CH:28][CH:27]=3)([C:20]3[CH:25]=[CH:24][CH:23]=[CH:22][CH:21]=3)[C:14]3[CH:19]=[CH:18][CH:17]=[CH:16][CH:15]=3)[C:4]=2[CH:3]=1.C(=O)([O-])[O-].[Cs+].[Cs+].[OH:40][C:41]([CH3:54])([CH3:53])[C@@H:42]([NH:49][C:50]([NH2:52])=[O:51])[C:43]1[CH:48]=[CH:47][CH:46]=[CH:45][CH:44]=1. The catalyst is C(Cl)Cl.CC(C1C=C(C(C)C)C(C2C(P(C3CCCCC3)C3CCCCC3)=C(OC)C=CC=2OC)=C(C(C)C)C=1)C.C1C=[C-]C(CCN)=CC=1.Cl[Pd+]. The product is [OH:40][C:41]([CH3:54])([CH3:53])[C@@H:42]([NH:49][C:50]([NH:52][C:2]1[N:7]=[C:6]([CH2:8][OH:9])[C:5]2[C:10]([O:32][CH3:33])=[N:11][N:12]([C:13]([C:26]3[CH:31]=[CH:30][CH:29]=[CH:28][CH:27]=3)([C:20]3[CH:25]=[CH:24][CH:23]=[CH:22][CH:21]=3)[C:14]3[CH:19]=[CH:18][CH:17]=[CH:16][CH:15]=3)[C:4]=2[CH:3]=1)=[O:51])[C:43]1[CH:48]=[CH:47][CH:46]=[CH:45][CH:44]=1. The yield is 0.770. (4) The reactants are C[Si](C)(C)[C:3]#[C:4][C@@H:5]1[C@H:10]([O:11][CH2:12][C:13]2[CH:18]=[CH:17][CH:16]=[CH:15][CH:14]=2)[C@@H:9]([O:19][CH2:20][C:21]2[CH:26]=[CH:25][CH:24]=[CH:23][CH:22]=2)[C@H:8]([O:27][CH2:28][C:29]2[CH:34]=[CH:33][CH:32]=[CH:31][CH:30]=2)[C@@H:7]([CH2:35][O:36][CH2:37][C:38]2[CH:43]=[CH:42][CH:41]=[CH:40][CH:39]=2)[O:6]1.[OH-].[Na+]. The catalyst is CO.C(Cl)Cl. The product is [CH2:28]([O:27][C@H:8]1[C@H:9]([O:19][CH2:20][C:21]2[CH:26]=[CH:25][CH:24]=[CH:23][CH:22]=2)[C@@H:10]([O:11][CH2:12][C:13]2[CH:14]=[CH:15][CH:16]=[CH:17][CH:18]=2)[C@@H:5]([C:4]#[CH:3])[O:6][C@@H:7]1[CH2:35][O:36][CH2:37][C:38]1[CH:39]=[CH:40][CH:41]=[CH:42][CH:43]=1)[C:29]1[CH:30]=[CH:31][CH:32]=[CH:33][CH:34]=1. The yield is 0.350. (5) The reactants are [Cl:1][C:2]1[CH:3]=[CH:4][C:5]([NH:11][CH:12]([CH3:14])[CH3:13])=[C:6]([CH:10]=1)[C:7]([OH:9])=O.[CH:15]1([C:20]2[CH:39]=[CH:38][C:23]([CH2:24][NH:25][CH2:26][CH2:27][C:28]3[CH:33]=[CH:32][CH:31]=[C:30]([C:34]([F:37])([F:36])[F:35])[CH:29]=3)=[CH:22][CH:21]=2)[CH2:19][CH2:18][CH2:17][CH2:16]1.CN(C(ON1N=NC2C=CC=CC1=2)=[N+](C)C)C.[B-](F)(F)(F)F.C(N(CC)C(C)C)(C)C. The catalyst is CN(C=O)C.O. The product is [Cl:1][C:2]1[CH:3]=[CH:4][C:5]([NH:11][CH:12]([CH3:14])[CH3:13])=[C:6]([CH:10]=1)[C:7]([N:25]([CH2:24][C:23]1[CH:22]=[CH:21][C:20]([CH:15]2[CH2:19][CH2:18][CH2:17][CH2:16]2)=[CH:39][CH:38]=1)[CH2:26][CH2:27][C:28]1[CH:33]=[CH:32][CH:31]=[C:30]([C:34]([F:35])([F:36])[F:37])[CH:29]=1)=[O:9]. The yield is 0.710. (6) The product is [CH3:1][N:2]1[C:3]2[C:4](=[C:5]3[C:10](=[CH:11][CH:12]=2)[N:9]=[CH:8][CH:7]=[N:6]3)[N:13]=[C:16]1[CH2:15][OH:14]. The yield is 0.390. The reactants are [CH3:1][NH:2][C:3]1[C:4]([NH2:13])=[C:5]2[C:10](=[CH:11][CH:12]=1)[N:9]=[CH:8][CH:7]=[N:6]2.[OH:14][CH2:15][C:16](O)=O. No catalyst specified. (7) The reactants are [CH3:1][CH2:2][C:3]([C:6]([O:8][C@@H:9]1[C@@H:14]2[C@@H:15]([CH2:20][CH2:21][C@H:22]3[O:28][C:26](=[O:27])[CH2:25][C@H:24]([OH:29])[CH2:23]3)[C@@H:16]([CH3:19])[CH:17]=[CH:18][C:13]2=[CH:12][C@H](C)[CH2:10]1)=[O:7])([CH3:5])[CH3:4].[OH-:31].[Na+:32].C(Cl)Cl.[C:36](#N)[CH3:37]. The catalyst is O.CC(C)=O. The product is [CH3:1][CH2:2][C:3]([C:6]([O:8][C@@H:9]1[C@@H:14]2[C@@H:15]([CH2:20][CH2:21][C@@H:22]([OH:28])[CH2:23][C@@H:24]([OH:29])[CH2:25][C:26]([O-:27])=[O:31])[C@@H:16]([CH3:19])[CH:17]=[CH:18][C:13]2=[CH:12][C@H:36]([CH3:37])[CH2:10]1)=[O:7])([CH3:4])[CH3:5].[Na+:32]. The yield is 0.778. (8) The catalyst is CN(C=O)C.C([O-])(O)=O.[Na+]. The product is [F:21][C:18]1[CH:17]=[CH:16][C:15]([CH:14]([C:22]2[CH:27]=[CH:26][C:25]([F:28])=[CH:24][CH:23]=2)[N:4]2[CH:5]=[CH:6][CH:7]=[C:8]([C:9]([O:11][CH3:12])=[O:10])[C:3]2=[O:2])=[CH:20][CH:19]=1. The yield is 0.280. The reactants are Cl.[O:2]=[C:3]1[C:8]([C:9]([O:11][CH3:12])=[O:10])=[CH:7][CH:6]=[CH:5][NH:4]1.Br[CH:14]([C:22]1[CH:27]=[CH:26][C:25]([F:28])=[CH:24][CH:23]=1)[C:15]1[CH:20]=[CH:19][C:18]([F:21])=[CH:17][CH:16]=1.[H-].[Na+].